This data is from Forward reaction prediction with 1.9M reactions from USPTO patents (1976-2016). The task is: Predict the product of the given reaction. (1) Given the reactants [NH2:1][CH2:2][CH2:3][C@@:4]1([C:27]2[CH:32]=[CH:31][C:30]([F:33])=[CH:29][CH:28]=2)[O:9][C:8](=[O:10])[N:7]([C@H:11]([C:13]2[CH:18]=[CH:17][C:16]([C:19]3[CH:24]=[CH:23][C:22]([F:25])=[CH:21][C:20]=3[F:26])=[CH:15][CH:14]=2)[CH3:12])[CH2:6][CH2:5]1.CCN(CC)CC.[C:41](O[C:41]([O:43][C:44]([CH3:47])([CH3:46])[CH3:45])=[O:42])([O:43][C:44]([CH3:47])([CH3:46])[CH3:45])=[O:42], predict the reaction product. The product is: [F:26][C:20]1[CH:21]=[C:22]([F:25])[CH:23]=[CH:24][C:19]=1[C:16]1[CH:15]=[CH:14][C:13]([C@@H:11]([N:7]2[CH2:6][CH2:5][C@:4]([CH2:3][CH2:2][NH:1][C:41](=[O:42])[O:43][C:44]([CH3:47])([CH3:46])[CH3:45])([C:27]3[CH:28]=[CH:29][C:30]([F:33])=[CH:31][CH:32]=3)[O:9][C:8]2=[O:10])[CH3:12])=[CH:18][CH:17]=1. (2) Given the reactants Br[C:2]1[CH:7]=[CH:6][C:5]([CH3:8])=[CH:4][N:3]=1.[O-]P([O-])([O-])=O.[K+].[K+].[K+].[CH3:17][O:18][C:19](=[O:38])[C:20]1[CH:25]=[C:24](B2OC(C)(C)C(C)(C)O2)[CH:23]=[C:22]([N+:35]([O-:37])=[O:36])[CH:21]=1, predict the reaction product. The product is: [CH3:17][O:18][C:19](=[O:38])[C:20]1[CH:21]=[C:22]([N+:35]([O-:37])=[O:36])[CH:23]=[C:24]([C:2]2[CH:7]=[CH:6][C:5]([CH3:8])=[CH:4][N:3]=2)[CH:25]=1.